This data is from Full USPTO retrosynthesis dataset with 1.9M reactions from patents (1976-2016). The task is: Predict the reactants needed to synthesize the given product. (1) Given the product [CH2:31]([N:38]([C:55]1[CH:60]=[CH:59][C:58]([O:61][CH3:62])=[C:57]([O:63][CH3:64])[CH:56]=1)[S:39]([C:42]1[CH:43]=[CH:44][C:45]([N:48]2[CH2:49][CH2:50][CH:51]([NH:15][CH2:16][CH:17]([OH:30])[CH2:18][O:19][C:20]3[C:28]4[NH:27][C:26](=[O:29])[NH:25][C:24]=4[CH:23]=[CH:22][CH:21]=3)[CH2:52][CH2:53]2)=[CH:46][CH:47]=1)(=[O:41])=[O:40])[C:32]1[CH:37]=[CH:36][CH:35]=[CH:34][CH:33]=1, predict the reactants needed to synthesize it. The reactants are: C(O[BH-](OC(=O)C)OC(=O)C)(=O)C.[Na+].[NH2:15][CH2:16][C@H:17]([OH:30])[CH2:18][O:19][C:20]1[C:28]2[NH:27][C:26](=[O:29])[NH:25][C:24]=2[CH:23]=[CH:22][CH:21]=1.[CH2:31]([N:38]([C:55]1[CH:60]=[CH:59][C:58]([O:61][CH3:62])=[C:57]([O:63][CH3:64])[CH:56]=1)[S:39]([C:42]1[CH:47]=[CH:46][C:45]([N:48]2[CH2:53][CH2:52][C:51](=O)[CH2:50][CH2:49]2)=[CH:44][CH:43]=1)(=[O:41])=[O:40])[C:32]1[CH:37]=[CH:36][CH:35]=[CH:34][CH:33]=1.C(O)(=O)C. (2) Given the product [CH3:1][C:2]1[N:3]=[CH:4][C:5]([C:8]2[N:9]([C:17]3[CH:22]=[CH:21][C:20]([S:23]([NH2:45])(=[O:25])=[O:24])=[CH:19][CH:18]=3)[CH:10]=[C:11]([C:13]([F:16])([F:15])[F:14])[N:12]=2)=[CH:6][CH:7]=1, predict the reactants needed to synthesize it. The reactants are: [CH3:1][C:2]1[CH:7]=[CH:6][C:5]([C:8]2[N:9]([C:17]3[CH:22]=[CH:21][C:20]([S:23](C)(=[O:25])=[O:24])=[CH:19][CH:18]=3)[CH:10]=[C:11]([C:13]([F:16])([F:15])[F:14])[N:12]=2)=[CH:4][N:3]=1.C([Mg]Cl)CCC.C(B(CC)CC)C.C([O-])(=O)C.[Na+].[NH2:45]OS(O)(=O)=O. (3) Given the product [CH2:13]([C:15]1[N:16]=[C:17]([CH2:47][CH2:48][CH3:49])[N:18]([CH2:32][C:33]2[CH:34]=[CH:35][C:36]([C:39]3[CH:44]=[CH:43][CH:42]=[CH:41][C:40]=3[C:45]3[NH:3][C:4](=[O:7])[O:5][N:46]=3)=[CH:37][CH:38]=2)[C:19](=[O:31])[C:20]=1[C:21]1[CH:22]=[CH:23][C:24]([O:27][CH:28]([CH3:29])[CH3:30])=[CH:25][CH:26]=1)[CH3:14], predict the reactants needed to synthesize it. The reactants are: [Cl-].O[NH3+:3].[C:4](=[O:7])([O-])[OH:5].[Na+].CS(C)=O.[CH2:13]([C:15]1[N:16]=[C:17]([CH2:47][CH2:48][CH3:49])[N:18]([CH2:32][C:33]2[CH:38]=[CH:37][C:36]([C:39]3[C:40]([C:45]#[N:46])=[CH:41][CH:42]=[CH:43][CH:44]=3)=[CH:35][CH:34]=2)[C:19](=[O:31])[C:20]=1[C:21]1[CH:26]=[CH:25][C:24]([O:27][CH:28]([CH3:30])[CH3:29])=[CH:23][CH:22]=1)[CH3:14].